Dataset: Forward reaction prediction with 1.9M reactions from USPTO patents (1976-2016). Task: Predict the product of the given reaction. (1) Given the reactants N(C(N1CCCCC1)=O)=NC(N1CCCCC1)=O.[F:19][C:20]([F:36])([F:35])[C:21]1[CH:22]=[C:23]2[C:27](=[CH:28][CH:29]=1)[NH:26][C:25]([C:30]([O:32][CH2:33][CH3:34])=[O:31])=[CH:24]2.[N:37]1[CH:42]=[CH:41][C:40]([CH2:43]O)=[CH:39][CH:38]=1.C(P(CCCC)CCCC)CCC, predict the reaction product. The product is: [F:36][C:20]([F:35])([F:19])[C:21]1[CH:22]=[C:23]2[C:27](=[CH:28][CH:29]=1)[N:26]([CH2:43][C:40]1[CH:41]=[CH:42][N:37]=[CH:38][CH:39]=1)[C:25]([C:30]([O:32][CH2:33][CH3:34])=[O:31])=[CH:24]2. (2) The product is: [Br:1][C:2]1[CH:3]=[C:4]2[C:5]([C:8]([CH2:9][CH3:10])=[N:13][NH:14]2)=[CH:6][CH:7]=1. Given the reactants [Br:1][C:2]1[CH:7]=[CH:6][C:5]([C:8](=O)[CH2:9][CH3:10])=[C:4](F)[CH:3]=1.[NH2:13][NH2:14], predict the reaction product.